From a dataset of Full USPTO retrosynthesis dataset with 1.9M reactions from patents (1976-2016). Predict the reactants needed to synthesize the given product. Given the product [F:1][C:2]1[CH:3]=[C:4]([C:12]2[C:20]3[CH2:19][CH2:18][C:17](=[O:22])[C:16]=3[CH:15]=[N:14][CH:13]=2)[CH:5]=[CH:6][C:7]=1[C:8]([F:11])([F:9])[F:10], predict the reactants needed to synthesize it. The reactants are: [F:1][C:2]1[CH:3]=[C:4]([C:12]2[C:20]3[CH2:19][CH2:18][CH2:17][C:16]=3[CH:15]=[N:14][CH:13]=2)[CH:5]=[CH:6][C:7]=1[C:8]([F:11])([F:10])[F:9].C(=O)(O)[O-:22].[Na+].C(OO)(C)(C)C.